The task is: Predict the reactants needed to synthesize the given product.. This data is from Full USPTO retrosynthesis dataset with 1.9M reactions from patents (1976-2016). (1) Given the product [ClH:24].[CH3:1][NH:2][S:3]([CH2:6][CH2:7][C:8]1[CH:9]=[C:10]2[C:14](=[CH:15][CH:16]=1)[NH:13][CH:12]=[C:11]2[CH:17]1[CH2:22][CH2:21][N:20]([CH3:23])[CH2:19][CH2:18]1)(=[O:4])=[O:5], predict the reactants needed to synthesize it. The reactants are: [CH3:1][NH:2][S:3]([CH2:6][CH2:7][C:8]1[CH:9]=[C:10]2[C:14](=[CH:15][CH:16]=1)[NH:13][CH:12]=[C:11]2[CH:17]1[CH2:22][CH2:21][N:20]([CH3:23])[CH2:19][CH2:18]1)(=[O:5])=[O:4].[ClH:24]. (2) The reactants are: [N+:1]([C:4]1[N:9]=[CH:8][C:7]([N:10]2[CH2:13][CH:12]([OH:14])[CH2:11]2)=[CH:6][CH:5]=1)([O-])=O.C(O)C. Given the product [NH2:1][C:4]1[N:9]=[CH:8][C:7]([N:10]2[CH2:11][CH:12]([OH:14])[CH2:13]2)=[CH:6][CH:5]=1, predict the reactants needed to synthesize it. (3) Given the product [CH3:32][N:13]([CH3:12])[CH2:14][CH2:15][CH2:16][NH:17][C:18](=[O:31])[CH2:19][CH2:20][CH2:21][CH2:22][CH2:23][CH2:24][CH2:25][CH2:26][CH2:27][CH2:28][CH2:29][NH:30][C:46]([NH2:49])=[N:45][C:43]([C:36]1[C:35]([NH2:34])=[N:40][C:39]([NH2:41])=[C:38]([Cl:42])[N:37]=1)=[O:44], predict the reactants needed to synthesize it. The reactants are: C(N(C(C)C)CC)(C)C.Cl.Cl.[CH3:12][N:13]([CH3:32])[CH2:14][CH2:15][CH2:16][NH:17][C:18](=[O:31])[CH2:19][CH2:20][CH2:21][CH2:22][CH2:23][CH2:24][CH2:25][CH2:26][CH2:27][CH2:28][CH2:29][NH2:30].I.[NH2:34][C:35]1[C:36]([C:43]([NH:45][C:46](=[NH:49])SC)=[O:44])=[N:37][C:38]([Cl:42])=[C:39]([NH2:41])[N:40]=1. (4) The reactants are: C1C=CC2N(O)N=NC=2C=1.CCN=C=NCCCN(C)C.[CH:22]1([N:25]2[C:33]3[C:28](=[C:29]([O:37][CH3:38])[CH:30]=[C:31]([C:34]([OH:36])=O)[CH:32]=3)[CH:27]=[CH:26]2)[CH2:24][CH2:23]1.Cl.[O:40]=[C:41]1[NH:45][N:44]=[C:43]([C:46]2[CH:47]=[C:48]3[C:58](=[CH:59][CH:60]=2)[O:57][C:51]2([CH2:56][CH2:55][NH:54][CH2:53][CH2:52]2)[CH2:50][C:49]3=[O:61])[NH:42]1. Given the product [CH:22]1([N:25]2[C:33]3[C:28](=[C:29]([O:37][CH3:38])[CH:30]=[C:31]([C:34]([N:54]4[CH2:55][CH2:56][C:51]5([CH2:50][C:49](=[O:61])[C:48]6[C:58](=[CH:59][CH:60]=[C:46]([C:43]7[NH:42][C:41](=[O:40])[NH:45][N:44]=7)[CH:47]=6)[O:57]5)[CH2:52][CH2:53]4)=[O:36])[CH:32]=3)[CH:27]=[CH:26]2)[CH2:23][CH2:24]1, predict the reactants needed to synthesize it. (5) Given the product [CH2:1]([N:8]1[CH2:13][CH2:12][O:11][CH2:10][C@@:9]1([CH3:25])[C:15]([O:17][CH2:18][C:19]1[CH:24]=[CH:23][CH:22]=[CH:21][CH:20]=1)=[O:16])[C:2]1[CH:3]=[CH:4][CH:5]=[CH:6][CH:7]=1, predict the reactants needed to synthesize it. The reactants are: [CH2:1]([N:8]1[C:13](=O)[CH2:12][O:11][CH2:10][C@@:9]1([CH3:25])[C:15]([O:17][CH2:18][C:19]1[CH:24]=[CH:23][CH:22]=[CH:21][CH:20]=1)=[O:16])[C:2]1[CH:7]=[CH:6][CH:5]=[CH:4][CH:3]=1.B. (6) Given the product [C:23]([O:22][CH2:21][CH2:20][C@@:11]1([O:12][CH2:13][C:14]2[CH:15]=[CH:16][CH:17]=[CH:18][CH:19]=2)[C@@:10]([CH2:35][O:36][S:37]([C:40]2[CH:45]=[CH:44][C:43]([CH3:46])=[CH:42][CH:41]=2)(=[O:39])=[O:38])([CH2:26][O:27][CH2:28][C:29]2[CH:30]=[CH:31][CH:32]=[CH:33][CH:34]=2)[O:9][C@@H:8]([N:47]2[CH:54]=[C:53]([CH3:55])[C:51](=[O:52])[NH:50][C:48]2=[O:49])[C@@H:7]1[OH:6])(=[O:25])[CH3:24], predict the reactants needed to synthesize it. The reactants are: CN.C([O:6][C@@H:7]1[C@:11]([CH2:20][CH2:21][O:22][C:23](=[O:25])[CH3:24])([O:12][CH2:13][C:14]2[CH:19]=[CH:18][CH:17]=[CH:16][CH:15]=2)[C@@:10]([CH2:35][O:36][S:37]([C:40]2[CH:45]=[CH:44][C:43]([CH3:46])=[CH:42][CH:41]=2)(=[O:39])=[O:38])([CH2:26][O:27][CH2:28][C:29]2[CH:34]=[CH:33][CH:32]=[CH:31][CH:30]=2)[O:9][C@H:8]1[N:47]1[CH:54]=[C:53]([CH3:55])[C:51](=[O:52])[NH:50][C:48]1=[O:49])(=O)C.